From a dataset of Full USPTO retrosynthesis dataset with 1.9M reactions from patents (1976-2016). Predict the reactants needed to synthesize the given product. Given the product [ClH:19].[Cl:19][C:16]1[CH:17]=[CH:18][C:11]2[CH2:10][CH2:9][NH:8][CH2:14][CH2:13][C:12]=2[C:15]=1[S:20][CH2:21][C:28]1[CH:41]=[CH:40][C:31]([C:32](=[O:33])[NH:34][CH2:35][C:36]([CH3:38])([CH3:37])[CH3:39])=[CH:30][CH:29]=1, predict the reactants needed to synthesize it. The reactants are: C(OC([N:8]1[CH2:14][CH2:13][C:12]2[C:15]([S:20][C:21](=O)N(C)C)=[C:16]([Cl:19])[CH:17]=[CH:18][C:11]=2[CH2:10][CH2:9]1)=O)(C)(C)C.ClC[C:28]1[CH:41]=[CH:40][C:31]([C:32]([NH:34][CH2:35][C:36]([CH3:39])([CH3:38])[CH3:37])=[O:33])=[CH:30][CH:29]=1.